Dataset: Catalyst prediction with 721,799 reactions and 888 catalyst types from USPTO. Task: Predict which catalyst facilitates the given reaction. (1) Reactant: [F:1][C:2]1[C:3]([OH:12])=[N:4][CH:5]=[CH:6][C:7]=1[C:8]([F:11])([F:10])[F:9].C([O-])([O-])=O.[K+].[K+].Cl[CH2:20][C:21]1[N:22]([CH3:27])[C:23](=[O:26])[NH:24][N:25]=1. Product: [F:1][C:2]1[C:3](=[O:12])[N:4]([CH2:20][C:21]2[N:22]([CH3:27])[C:23](=[O:26])[NH:24][N:25]=2)[CH:5]=[CH:6][C:7]=1[C:8]([F:11])([F:9])[F:10]. The catalyst class is: 38. (2) Reactant: C(=O)([O-])[O-].[K+].[K+].Cl[CH2:8][C:9]1[CH:26]=[CH:25][CH:24]=[CH:23][C:10]=1[CH2:11][N:12]1[C:20](=[O:21])[C:19]2[C:14](=[CH:15][CH:16]=[CH:17][CH:18]=2)[C:13]1=[O:22].[Cl:27][C:28]1[C:29](=[O:46])[N:30]([CH2:36][C:37]2[CH:42]=[CH:41][C:40]([O:43][CH3:44])=[C:39]([Cl:45])[CH:38]=2)[C:31]([CH3:35])=[CH:32][C:33]=1[OH:34]. Product: [Cl:27][C:28]1[C:29](=[O:46])[N:30]([CH2:36][C:37]2[CH:42]=[CH:41][C:40]([O:43][CH3:44])=[C:39]([Cl:45])[CH:38]=2)[C:31]([CH3:35])=[CH:32][C:33]=1[O:34][CH2:8][C:9]1[CH:26]=[CH:25][CH:24]=[CH:23][C:10]=1[CH2:11][N:12]1[C:20](=[O:21])[C:19]2[C:14](=[CH:15][CH:16]=[CH:17][CH:18]=2)[C:13]1=[O:22]. The catalyst class is: 3. (3) Reactant: F[C:2]1[CH:7]=[CH:6][CH:5]=[CH:4][C:3]=1[N+:8]([O-:10])=[O:9].[CH3:11][O:12][C:13]1[CH:14]=[C:15]([OH:23])[C:16](=[CH:21][CH:22]=1)[C:17]([O:19][CH3:20])=[O:18].C(=O)([O-])[O-].[K+].[K+]. Product: [CH3:20][O:19][C:17](=[O:18])[C:16]1[CH:21]=[CH:22][C:13]([O:12][CH3:11])=[CH:14][C:15]=1[O:23][C:2]1[CH:7]=[CH:6][CH:5]=[CH:4][C:3]=1[N+:8]([O-:10])=[O:9]. The catalyst class is: 3. (4) Reactant: [Cl:1][C:2]1[C:3]([O:11][CH2:12][C:13]([F:16])([F:15])[F:14])=[N:4][CH:5]=[C:6]([CH:10]=1)[C:7]([OH:9])=O.Cl.[CH3:18][NH:19][O:20][CH3:21].CN(C(ON1N=NC2C=CC=CC1=2)=[N+](C)C)C.F[P-](F)(F)(F)(F)F.C(N(CC)CC)C. Product: [Cl:1][C:2]1[C:3]([O:11][CH2:12][C:13]([F:16])([F:15])[F:14])=[N:4][CH:5]=[C:6]([CH:10]=1)[C:7]([N:19]([O:20][CH3:21])[CH3:18])=[O:9]. The catalyst class is: 46. (5) Reactant: O.Cl.[NH:3]1[CH2:8][CH2:7][C:6](=[O:9])[CH2:5][CH2:4]1.C([O-])([O-])=O.[K+].[K+].[CH2:16](Br)[C:17]#[CH:18]. Product: [CH2:18]([N:3]1[CH2:8][CH2:7][C:6](=[O:9])[CH2:5][CH2:4]1)[C:17]#[CH:16]. The catalyst class is: 146. (6) Product: [N:1]1([C:28]([O:27][CH2:20][C:21]2[CH:26]=[CH:25][CH:24]=[CH:23][CH:22]=2)=[O:29])[CH2:5][CH2:4][CH:3]([C:6]([O:8][C:9]([CH3:12])([CH3:11])[CH3:10])=[O:7])[NH:2]1. Reactant: [NH:1]1[CH2:5][CH2:4][CH:3]([C:6]([O:8][C:9]([CH3:12])([CH3:11])[CH3:10])=[O:7])[NH:2]1.C(N(CC)CC)C.[CH2:20]([O:27][C:28](ON1C(=O)CCC1=O)=[O:29])[C:21]1[CH:26]=[CH:25][CH:24]=[CH:23][CH:22]=1. The catalyst class is: 4. (7) Product: [CH2:21]([O:10][C:9]1[CH:8]=[CH:7][C:4]([CH:5]=[O:6])=[CH:3][C:2]=1[Cl:1])[C:22]1[CH:27]=[CH:26][CH:25]=[CH:24][CH:23]=1. Reactant: [Cl:1][C:2]1[CH:3]=[C:4]([CH:7]=[CH:8][C:9]=1[OH:10])[CH:5]=[O:6].C(=O)([O-])[O-].[K+].[K+].CC(C)=O.[CH2:21](Br)[C:22]1[CH:27]=[CH:26][CH:25]=[CH:24][CH:23]=1. The catalyst class is: 4. (8) Reactant: Cl[C:2]1[CH:3]=[CH:4][C:5]2[N:6]([C:8]([C:11]([F:23])([F:22])[C:12]3[CH:13]=[C:14]4[C:19](=[CH:20][CH:21]=3)[N:18]=[CH:17][CH:16]=[CH:15]4)=[N:9][N:10]=2)[N:7]=1.C([Sn](CCCC)(CCCC)[C:29]([O:31]CC)=[CH2:30])CCC.FC1C(C(C2N3N=C(C(=O)C)C=CC3=NC=2)C)=C(F)C=C2C=1C=NN2C. Product: [F:22][C:11]([F:23])([C:12]1[CH:13]=[C:14]2[C:19](=[CH:20][CH:21]=1)[N:18]=[CH:17][CH:16]=[CH:15]2)[C:8]1[N:6]2[N:7]=[C:2]([C:29](=[O:31])[CH3:30])[CH:3]=[CH:4][C:5]2=[N:10][N:9]=1. The catalyst class is: 184. (9) Reactant: [CH2:1]([C:3]1[C:4](O)=[N:5][C:6]([CH3:11])=[C:7]([CH:10]=1)[C:8]#[N:9])[CH3:2].P(Br)(Br)([Br:15])=O.BrP(Br)Br.O. Product: [Br:15][C:4]1[C:3]([CH2:1][CH3:2])=[CH:10][C:7]([C:8]#[N:9])=[C:6]([CH3:11])[N:5]=1. The catalyst class is: 2.